From a dataset of Reaction yield outcomes from USPTO patents with 853,638 reactions. Predict the reaction yield, written as a fraction of the theoretical maximum amount of product (1.0 means a 100% yield; for example, 0.34 means a 34% yield). (1) The reactants are [F:1][C:2]1([F:54])[CH2:7][CH2:6][CH:5]([C:8]2[C:17]3[C@@H:16]([OH:18])[CH2:15][C:14]([CH3:20])([CH3:19])[CH2:13][C:12]=3[N:11]=[C:10]([CH:21]3[CH2:26][CH2:25][N:24]([C:27]4[N:32]=[CH:31][C:30]([O:33][CH2:34][C@H:35]5[CH2:39][O:38]C(C)(C)[O:36]5)=[CH:29][N:28]=4)[CH2:23][CH2:22]3)[C:9]=2[C@@H:42]([F:53])[C:43]2[CH:48]=[CH:47][C:46]([C:49]([F:52])([F:51])[F:50])=[CH:45][CH:44]=2)[CH2:4][CH2:3]1.Cl.[OH-].[Na+].[Cl-].[Na+]. The catalyst is CO. The product is [F:54][C:2]1([F:1])[CH2:3][CH2:4][CH:5]([C:8]2[C:17]3[C@@H:16]([OH:18])[CH2:15][C:14]([CH3:19])([CH3:20])[CH2:13][C:12]=3[N:11]=[C:10]([CH:21]3[CH2:26][CH2:25][N:24]([C:27]4[N:32]=[CH:31][C:30]([O:33][CH2:34][C@H:35]([OH:36])[CH2:39][OH:38])=[CH:29][N:28]=4)[CH2:23][CH2:22]3)[C:9]=2[C@@H:42]([F:53])[C:43]2[CH:48]=[CH:47][C:46]([C:49]([F:50])([F:52])[F:51])=[CH:45][CH:44]=2)[CH2:6][CH2:7]1. The yield is 0.990. (2) The reactants are [CH3:1][N:2]1[CH2:19][CH2:18][C:5]2[N:6]([CH2:14][C:15](O)=[O:16])[C:7]3[CH:8]=[CH:9][C:10]([CH3:13])=[CH:11][C:12]=3[C:4]=2[CH2:3]1.C1CCC(N=C=NC2CCCCC2)CC1.[NH:35]1[CH2:40][CH2:39][O:38][CH2:37][CH2:36]1.C(O)(C(F)(F)F)=O. The catalyst is C(Cl)Cl.CN(C1C=CN=CC=1)C. The product is [CH3:1][N:2]1[CH2:19][CH2:18][C:5]2[N:6]([CH2:14][C:15]([N:35]3[CH2:40][CH2:39][O:38][CH2:37][CH2:36]3)=[O:16])[C:7]3[CH:8]=[CH:9][C:10]([CH3:13])=[CH:11][C:12]=3[C:4]=2[CH2:3]1. The yield is 0.0580. (3) The reactants are [Cl:1][C:2]1[CH:3]=[CH:4][C:5]2[N:11]3[CH2:12][C@H:8]([CH2:9][CH2:10]3)[NH:7][C:6]=2[N:13]=1.[H-].[Na+].[N:16]1[CH:21]=[CH:20][CH:19]=[CH:18][C:17]=1[N:22]1C(=O)N2C=CC=CC2=N[C:23]1=[O:33]. The catalyst is CC1CCCO1. The product is [Cl:1][C:2]1[CH:3]=[CH:4][C:5]2[N:11]3[CH2:12][C@H:8]([CH2:9][CH2:10]3)[N:7]([C:23]([NH:22][C:17]3[CH:18]=[CH:19][CH:20]=[CH:21][N:16]=3)=[O:33])[C:6]=2[N:13]=1.[Cl:1][C:2]1[CH:3]=[CH:4][C:5]2[N:11]3[CH2:12][C@H:8]([CH2:9][CH2:10]3)[N:7]([C:23]([NH:22][C:17]3[CH:18]=[CH:19][CH:20]=[CH:21][N:16]=3)=[O:33])[C:6]=2[N:13]=1. The yield is 0.780. (4) The reactants are [OH:1][C:2]1[CH:7]=[CH:6][C:5]([C:8]2[CH:13]=[CH:12][C:11]([C:14]#[N:15])=[CH:10][CH:9]=2)=[CH:4][CH:3]=1.[I-:16].[Na+].[OH-].[Na+].Cl[O-].[Na+].P([O-])(O)(O)=O.[Na+]. The catalyst is CO.S([O-])([O-])(=O)=S.[Na+].[Na+].O. The product is [OH:1][C:2]1[CH:3]=[CH:4][C:5]([C:8]2[CH:13]=[CH:12][C:11]([C:14]#[N:15])=[CH:10][CH:9]=2)=[CH:6][C:7]=1[I:16]. The yield is 0.530. (5) The reactants are [CH2:1]([Li])CCC.C(NC(C)C)(C)C.CN1C(=O)N(C)CCC1.[CH3:22]/[C:23](=[CH:31]\[C:32]1[CH:37]=[CH:36][C:35]([CH3:38])=[CH:34][CH:33]=1)/[CH2:24][CH2:25][C:26]([O:28][CH2:29][CH3:30])=[O:27].CI. The catalyst is C1COCC1. The product is [CH3:1][CH:25]([CH2:24]/[C:23](/[CH3:22])=[CH:31]/[C:32]1[CH:37]=[CH:36][C:35]([CH3:38])=[CH:34][CH:33]=1)[C:26]([O:28][CH2:29][CH3:30])=[O:27]. The yield is 0.810. (6) The reactants are C(OP([CH2:9][C:10]([O:12][CH2:13][CH3:14])=[O:11])(OCC)=O)C.[H-].[Na+].[CH3:17][C:18]1([CH3:32])[CH2:23][CH2:22][CH2:21][CH:20]([CH:24]([O:26][C:27]([CH3:31])([CH3:30])[CH:28]=O)[CH3:25])[CH2:19]1.CC(O)=O. The catalyst is COCCOC. The product is [CH3:32][C:18]1([CH3:17])[CH2:23][CH2:22][CH2:21][CH:20]([CH:24]([O:26][C:27]([CH3:31])([CH3:30])[CH:28]=[CH:9][C:10]([O:12][CH2:13][CH3:14])=[O:11])[CH3:25])[CH2:19]1. The yield is 0.920. (7) The reactants are [Cr](Cl)([O-])(=O)=O.[NH+]1C=CC=CC=1.[F:12][C:13]1[CH:20]=[CH:19][C:16]([C:17]#[N:18])=[CH:15][C:14]=1[CH:21]([OH:34])[C:22]1[CH:31]=[CH:30][C:29]2[C:24](=[CH:25][CH:26]=[C:27]([O:32][CH3:33])[CH:28]=2)[CH:23]=1. The catalyst is ClCCl. The product is [F:12][C:13]1[CH:20]=[CH:19][C:16]([C:17]#[N:18])=[CH:15][C:14]=1[C:21]([C:22]1[CH:31]=[CH:30][C:29]2[C:24](=[CH:25][CH:26]=[C:27]([O:32][CH3:33])[CH:28]=2)[CH:23]=1)=[O:34]. The yield is 0.750. (8) The reactants are [Br:1][C:2]1[CH:3]=[C:4]([N+:12]([O-:14])=[O:13])[C:5]2[N:9]=[C:8]([CH3:10])[NH:7][C:6]=2[CH:11]=1.Br[CH2:16][C:17]1[C:26]2[C:21](=[CH:22][CH:23]=[CH:24][CH:25]=2)[CH:20]=[CH:19][CH:18]=1.C([O-])([O-])=O.[K+].[K+]. The catalyst is CN(C=O)C. The product is [Br:1][C:2]1[CH:3]=[C:4]([N+:12]([O-:14])=[O:13])[C:5]2[N:9]=[C:8]([CH3:10])[N:7]([CH2:16][C:17]3[C:26]4[C:21](=[CH:22][CH:23]=[CH:24][CH:25]=4)[CH:20]=[CH:19][CH:18]=3)[C:6]=2[CH:11]=1. The yield is 1.00. (9) The reactants are Br[C:2]1[CH:3]=[C:4]2[C:9](=[CH:10][CH:11]=1)[CH:8]=[C:7]([S:12]([CH2:15][CH2:16][C:17]([O:19][C:20]([CH3:23])([CH3:22])[CH3:21])=[O:18])(=[O:14])=[O:13])[CH:6]=[CH:5]2.[CH2:24]([Sn](CCCC)(CCCC)C=C)[CH2:25]CC.[Cl-].[Li+]. The catalyst is C1(C)C=CC=CC=1.Cl[Pd](Cl)([P](C1C=CC=CC=1)(C1C=CC=CC=1)C1C=CC=CC=1)[P](C1C=CC=CC=1)(C1C=CC=CC=1)C1C=CC=CC=1. The product is [CH:24]([C:2]1[CH:3]=[C:4]2[C:9](=[CH:10][CH:11]=1)[CH:8]=[C:7]([S:12]([CH2:15][CH2:16][C:17]([O:19][C:20]([CH3:23])([CH3:22])[CH3:21])=[O:18])(=[O:14])=[O:13])[CH:6]=[CH:5]2)=[CH2:25]. The yield is 0.550. (10) The reactants are [CH2:1]([O:8][C:9]1[CH:10]=[C:11]([CH2:17][CH:18]([NH2:20])[CH3:19])[CH:12]=[CH:13][C:14]=1[O:15][CH3:16])[C:2]1[CH:7]=[CH:6][CH:5]=[CH:4][CH:3]=1.C(N(CC)CC)C.[C:28](OC(=O)C)(=[O:30])[CH3:29].O. The catalyst is C(Cl)Cl. The product is [CH2:1]([O:8][C:9]1[CH:10]=[C:11]([CH2:17][CH:18]([NH:20][C:28](=[O:30])[CH3:29])[CH3:19])[CH:12]=[CH:13][C:14]=1[O:15][CH3:16])[C:2]1[CH:3]=[CH:4][CH:5]=[CH:6][CH:7]=1. The yield is 0.950.